From a dataset of NCI-60 drug combinations with 297,098 pairs across 59 cell lines. Regression. Given two drug SMILES strings and cell line genomic features, predict the synergy score measuring deviation from expected non-interaction effect. (1) Drug 1: COC1=CC(=CC(=C1O)OC)C2C3C(COC3=O)C(C4=CC5=C(C=C24)OCO5)OC6C(C(C7C(O6)COC(O7)C8=CC=CS8)O)O. Drug 2: C1=CC=C(C=C1)NC(=O)CCCCCCC(=O)NO. Cell line: HCT116. Synergy scores: CSS=58.4, Synergy_ZIP=-3.80, Synergy_Bliss=-0.925, Synergy_Loewe=-3.07, Synergy_HSA=2.37. (2) Drug 1: C1CC(C1)(C(=O)O)C(=O)O.[NH2-].[NH2-].[Pt+2]. Synergy scores: CSS=8.63, Synergy_ZIP=0.462, Synergy_Bliss=7.26, Synergy_Loewe=4.74, Synergy_HSA=5.89. Cell line: NCI-H522. Drug 2: C1=NNC2=C1C(=O)NC=N2. (3) Drug 1: C1=CC=C(C(=C1)C(C2=CC=C(C=C2)Cl)C(Cl)Cl)Cl. Drug 2: CC1CCC2CC(C(=CC=CC=CC(CC(C(=O)C(C(C(=CC(C(=O)CC(OC(=O)C3CCCCN3C(=O)C(=O)C1(O2)O)C(C)CC4CCC(C(C4)OC)O)C)C)O)OC)C)C)C)OC. Cell line: HOP-92. Synergy scores: CSS=0.848, Synergy_ZIP=0.505, Synergy_Bliss=1.24, Synergy_Loewe=-8.93, Synergy_HSA=-2.81. (4) Drug 1: C1CN1C2=NC(=NC(=N2)N3CC3)N4CC4. Drug 2: C1=C(C(=O)NC(=O)N1)N(CCCl)CCCl. Cell line: MDA-MB-231. Synergy scores: CSS=6.80, Synergy_ZIP=-4.81, Synergy_Bliss=0.242, Synergy_Loewe=-4.79, Synergy_HSA=-0.961. (5) Drug 1: CC1=C2C(C(=O)C3(C(CC4C(C3C(C(C2(C)C)(CC1OC(=O)C(C(C5=CC=CC=C5)NC(=O)C6=CC=CC=C6)O)O)OC(=O)C7=CC=CC=C7)(CO4)OC(=O)C)O)C)OC(=O)C. Drug 2: C1=NC(=NC(=O)N1C2C(C(C(O2)CO)O)O)N. Cell line: IGROV1. Synergy scores: CSS=23.5, Synergy_ZIP=-5.48, Synergy_Bliss=-2.76, Synergy_Loewe=-0.841, Synergy_HSA=0.224.